Predict which catalyst facilitates the given reaction. From a dataset of Catalyst prediction with 721,799 reactions and 888 catalyst types from USPTO. (1) Reactant: Cl.CN(C)CCCN=C=NCC.CCN(CC)CC.[N:20]1[N:21]([C:29]2[N:50]=[CH:49][CH:48]=[CH:47][C:30]=2[C:31]([NH:33][CH:34]([CH2:40][C:41]2[CH:46]=[CH:45][CH:44]=[CH:43][CH:42]=2)[CH:35]([OH:39])[C:36](O)=[O:37])=[O:32])[CH:22]=[C:23]2[C:28]=1[CH:27]=[CH:26][CH:25]=[CH:24]2.Cl.[CH3:52][O:53][NH2:54]. Product: [OH:39][CH:35]([C:36]([NH:54][O:53][CH3:52])=[O:37])[CH:34]([NH:33][C:31](=[O:32])[C:30]1[CH:47]=[CH:48][CH:49]=[N:50][C:29]=1[N:21]1[CH:22]=[C:23]2[C:28]([CH:27]=[CH:26][CH:25]=[CH:24]2)=[N:20]1)[CH2:40][C:41]1[CH:42]=[CH:43][CH:44]=[CH:45][CH:46]=1. The catalyst class is: 3. (2) Reactant: [Br:1][C:2]1[CH:7]=[CH:6][C:5]([C:8](=[O:10])[CH3:9])=[CH:4][CH:3]=1.[CH3:11][Mg]Br. Product: [Br:1][C:2]1[CH:7]=[CH:6][C:5]([C:8]([OH:10])([CH3:11])[CH3:9])=[CH:4][CH:3]=1. The catalyst class is: 7. (3) Reactant: [CH:1]1([N:4]([CH:18]2[CH2:23][CH2:22][NH:21][CH2:20][CH:19]2[CH3:24])[C:5](=[O:17])[C:6]2[CH:11]=[CH:10][C:9]([C:12]3[O:16][CH:15]=[N:14][CH:13]=3)=[CH:8][CH:7]=2)[CH2:3][CH2:2]1.Cl[C:26]1[O:30][N:29]=[C:28]([C:31]2[CH:36]=[CH:35][CH:34]=[CH:33][CH:32]=2)[N:27]=1. Product: [CH:1]1([N:4]([CH:18]2[CH2:23][CH2:22][N:21]([C:26]3[O:30][N:29]=[C:28]([C:31]4[CH:36]=[CH:35][CH:34]=[CH:33][CH:32]=4)[N:27]=3)[CH2:20][CH:19]2[CH3:24])[C:5](=[O:17])[C:6]2[CH:7]=[CH:8][C:9]([C:12]3[O:16][CH:15]=[N:14][CH:13]=3)=[CH:10][CH:11]=2)[CH2:3][CH2:2]1. The catalyst class is: 60. (4) The catalyst class is: 17. Reactant: [O:1]1[C:5]2([CH2:10][CH2:9][CH:8]([CH2:11][OH:12])[CH2:7][CH2:6]2)[O:4][CH2:3][CH2:2]1.[C:13]1([CH3:23])[CH:18]=[CH:17][C:16]([S:19](Cl)(=[O:21])=[O:20])=[CH:15][CH:14]=1.O. Product: [C:13]1([CH3:23])[CH:18]=[CH:17][C:16]([S:19]([O:12][CH2:11][CH:8]2[CH2:9][CH2:10][C:5]3([O:4][CH2:3][CH2:2][O:1]3)[CH2:6][CH2:7]2)(=[O:21])=[O:20])=[CH:15][CH:14]=1. (5) Reactant: [C:1]([O:5][C:6]([N:8]1[CH2:12][CH2:11][CH2:10][C@H:9]1[CH2:13][NH2:14])=[O:7])([CH3:4])([CH3:3])[CH3:2].C(N(CC)CC)C.[F:22][C:23]([F:34])([F:33])[C:24](O[C:24](=[O:25])[C:23]([F:34])([F:33])[F:22])=[O:25]. Product: [C:1]([O:5][C:6]([N:8]1[CH2:12][CH2:11][CH2:10][C@H:9]1[CH2:13][NH:14][C:24](=[O:25])[C:23]([F:34])([F:33])[F:22])=[O:7])([CH3:4])([CH3:3])[CH3:2]. The catalyst class is: 4. (6) Reactant: C([O:3][C:4]([C:6]1[C:15]2[C:10](=[C:11]([CH3:16])[CH:12]=[CH:13][CH:14]=2)[C:9](=[O:17])[N:8]([C:18]2[CH:23]=[CH:22][CH:21]=[CH:20][CH:19]=2)[C:7]=1[CH3:24])=[O:5])C.[OH-].[Na+]. Product: [CH3:24][C:7]1[N:8]([C:18]2[CH:23]=[CH:22][CH:21]=[CH:20][CH:19]=2)[C:9](=[O:17])[C:10]2[C:15]([C:6]=1[C:4]([OH:5])=[O:3])=[CH:14][CH:13]=[CH:12][C:11]=2[CH3:16]. The catalyst class is: 58. (7) Reactant: [N+:1]([C:4]1[CH:9]=[CH:8][C:7]([N:10]2[CH2:15][CH2:14][O:13][CH2:12][C:11]2=[O:16])=[CH:6][CH:5]=1)([O-])=O.[H][H].O. Product: [NH2:1][C:4]1[CH:5]=[CH:6][C:7]([N:10]2[CH2:15][CH2:14][O:13][CH2:12][C:11]2=[O:16])=[CH:8][CH:9]=1. The catalyst class is: 29.